Dataset: Reaction yield outcomes from USPTO patents with 853,638 reactions. Task: Predict the reaction yield, written as a fraction of the theoretical maximum amount of product (1.0 means a 100% yield; for example, 0.34 means a 34% yield). (1) The catalyst is CN(C=O)C. The yield is 0.560. The product is [Cl:19][C:14]1[CH:15]=[CH:16][CH:17]=[CH:18][C:13]=1[N:12]1[C:11](=[O:20])[C:10]2[C:5](=[CH:6][CH:7]=[CH:8][C:9]=2[F:21])[N:4]=[C:3]1[CH2:2][S:23][C:24]1[N:32]=[CH:31][N:30]=[C:29]2[C:25]=1[N:26]=[CH:27][NH:28]2. The reactants are Cl[CH2:2][C:3]1[N:12]([C:13]2[CH:18]=[CH:17][CH:16]=[CH:15][C:14]=2[Cl:19])[C:11](=[O:20])[C:10]2[C:5](=[CH:6][CH:7]=[CH:8][C:9]=2[F:21])[N:4]=1.O.[SH:23][C:24]1[N:32]=[CH:31][N:30]=[C:29]2[C:25]=1[NH:26][CH:27]=[N:28]2.C([O-])([O-])=O.[K+].[K+]. (2) The reactants are [CH3:1][O:2][C:3]1[CH:4]=[C:5]([C:10]([C@@H:12]2[C@:21]3([CH3:22])[C@H:16]([C:17]([CH3:24])([CH3:23])[CH2:18][CH2:19][CH2:20]3)[CH2:15][CH2:14][C@@:13]2([CH3:26])O)=[O:11])[CH:6]=[C:7]([CH3:9])[CH:8]=1.Cl[Sn](Cl)(Cl)Cl. The catalyst is C(Cl)Cl.O. The product is [CH3:26][C:13]1[C@H:12]([C:10]([C:5]2[CH:6]=[C:7]([CH3:9])[CH:8]=[C:3]([O:2][CH3:1])[CH:4]=2)=[O:11])[C@:21]2([CH3:22])[C@@H:16]([CH2:15][CH:14]=1)[C:17]([CH3:23])([CH3:24])[CH2:18][CH2:19][CH2:20]2. The yield is 0.750. (3) The reactants are [Br:1][C:2]1[N:7]=[CH:6][C:5]([CH:8]=[O:9])=[CH:4][CH:3]=1.[CH2:10](O)[CH2:11][OH:12].C1(C)C=CC(S(O)(=O)=O)=CC=1.C1(C)C=CC=CC=1. The catalyst is O. The product is [Br:1][C:2]1[CH:3]=[CH:4][C:5]([CH:8]2[O:12][CH2:11][CH2:10][O:9]2)=[CH:6][N:7]=1. The yield is 0.590. (4) The product is [CH3:23][C:15]1[CH:16]=[C:17]([S:19]([CH2:22][P:29](=[O:36])([O:33][CH2:34][CH3:35])[O:30][CH2:31][CH3:32])(=[O:21])=[O:20])[CH:18]=[C:2]([CH3:1])[C:3]=1[O:4][Si:5]([CH:6]([CH3:7])[CH3:8])([CH:9]([CH3:10])[CH3:11])[CH:12]([CH3:14])[CH3:13]. The catalyst is C1COCC1. The reactants are [CH3:1][C:2]1[CH:18]=[C:17]([S:19]([CH3:22])(=[O:21])=[O:20])[CH:16]=[C:15]([CH3:23])[C:3]=1[O:4][Si:5]([CH:12]([CH3:14])[CH3:13])([CH:9]([CH3:11])[CH3:10])[CH:6]([CH3:8])[CH3:7].[Li]CCCC.[P:29](Cl)(=[O:36])([O:33][CH2:34][CH3:35])[O:30][CH2:31][CH3:32]. The yield is 0.150. (5) The reactants are [Br:1][C:2]1[CH:3]=[C:4]([SH:8])[CH:5]=[CH:6][CH:7]=1.Br[CH2:10][CH2:11][OH:12].C([O-])([O-])=O.[Cs+].[Cs+]. The catalyst is CN(C=O)C.C(OCC)(=O)C. The product is [Br:1][C:2]1[CH:3]=[C:4]([S:8][CH2:10][CH2:11][OH:12])[CH:5]=[CH:6][CH:7]=1. The yield is 0.810. (6) The reactants are [CH2:1]([C:3]1[CH:8]=[CH:7][C:6]([C@H:9]2[CH2:14][C@@H:13]([C:15]([F:18])([F:17])[F:16])[N:12]3[N:19]=[CH:20][C:21]([C:22](O)=[O:23])=[C:11]3[NH:10]2)=[CH:5][CH:4]=1)[CH3:2].CN(C(ON1N=NC2C=CC=NC1=2)=[N+](C)C)C.F[P-](F)(F)(F)(F)F.C(N(CC)C(C)C)(C)C.Cl.[F:59][C:60]1[CH:67]=[CH:66][C:63]([CH2:64][NH2:65])=[CH:62][CH:61]=1. No catalyst specified. The product is [CH2:1]([C:3]1[CH:8]=[CH:7][C:6]([C@H:9]2[CH2:14][C@@H:13]([C:15]([F:18])([F:16])[F:17])[N:12]3[N:19]=[CH:20][C:21]([C:22]([NH:65][CH2:64][C:63]4[CH:66]=[CH:67][C:60]([F:59])=[CH:61][CH:62]=4)=[O:23])=[C:11]3[NH:10]2)=[CH:5][CH:4]=1)[CH3:2]. The yield is 0.466. (7) The reactants are [I:1][C:2]1[CH:17]=[CH:16][C:5]([C:6]([NH:8][C:9]2[CH:14]=[CH:13][CH:12]=[CH:11][C:10]=2[OH:15])=O)=[CH:4][CH:3]=1.O.C1(C)C=CC(S(O)(=O)=O)=CC=1.C1(C)C=CC=CC=1. The catalyst is O. The product is [I:1][C:2]1[CH:17]=[CH:16][C:5]([C:6]2[O:15][C:10]3[CH:11]=[CH:12][CH:13]=[CH:14][C:9]=3[N:8]=2)=[CH:4][CH:3]=1. The yield is 0.750.